From a dataset of NCI-60 drug combinations with 297,098 pairs across 59 cell lines. Regression. Given two drug SMILES strings and cell line genomic features, predict the synergy score measuring deviation from expected non-interaction effect. Drug 1: CC1=C2C(C(=O)C3(C(CC4C(C3C(C(C2(C)C)(CC1OC(=O)C(C(C5=CC=CC=C5)NC(=O)OC(C)(C)C)O)O)OC(=O)C6=CC=CC=C6)(CO4)OC(=O)C)O)C)O. Drug 2: CC1C(C(CC(O1)OC2CC(OC(C2O)C)OC3=CC4=CC5=C(C(=O)C(C(C5)C(C(=O)C(C(C)O)O)OC)OC6CC(C(C(O6)C)O)OC7CC(C(C(O7)C)O)OC8CC(C(C(O8)C)O)(C)O)C(=C4C(=C3C)O)O)O)O. Cell line: SK-OV-3. Synergy scores: CSS=64.7, Synergy_ZIP=-2.38, Synergy_Bliss=0.414, Synergy_Loewe=2.51, Synergy_HSA=2.94.